Dataset: Retrosynthesis with 50K atom-mapped reactions and 10 reaction types from USPTO. Task: Predict the reactants needed to synthesize the given product. (1) The reactants are: CC(C)(C)OC(=O)NCCOCCOS(C)(=O)=O.COc1ccc([N+](=O)[O-])cc1O. Given the product COc1ccc([N+](=O)[O-])cc1OCCOCCNC(=O)OC(C)(C)C, predict the reactants needed to synthesize it. (2) Given the product CCOC(=O)Cc1ccc(-c2ccc(-c3onc(C)c3C(O)c3cn(Cc4ccc(Cl)c(Cl)c4)nn3)cc2)cc1, predict the reactants needed to synthesize it. The reactants are: CCOC(=O)Cc1ccc(B2OC(C)(C)C(C)(C)O2)cc1.Cc1noc(-c2ccc(Br)cc2)c1C(O)c1cn(Cc2ccc(Cl)c(Cl)c2)nn1. (3) Given the product COC[C@]1(O)CCCC[C@H]1n1cnc(C(=O)N2CCN(C(=O)OCc3ccccc3)C[C@H]2CCN(C)c2ccccc2)c1-c1ccccc1, predict the reactants needed to synthesize it. The reactants are: CN(CC[C@@H]1CN(C(=O)OCc2ccccc2)CCN1)c1ccccc1.COC[C@]1(O)CCCC[C@H]1n1cnc(C(=O)O)c1-c1ccccc1. (4) Given the product [N-]=[N+]=NC[C@H]1O[C@@H](n2ccc(=O)[nH]c2=O)[C@H](OCc2ccccc2)[C@@H]1O, predict the reactants needed to synthesize it. The reactants are: O=c1ccn([C@@H]2O[C@H](CBr)[C@@H](O)[C@H]2OCc2ccccc2)c(=O)[nH]1.[N-]=[N+]=[N-]. (5) Given the product CC(C)NC[C@H](O)COc1ccc(OCCN2CCN(CCCN3c4ccccc4Sc4ccc(Cl)cc43)CC2)cc1, predict the reactants needed to synthesize it. The reactants are: CC(C)NC[C@H](O)COc1ccc(O)cc1.ClCCN1CCN(CCCN2c3ccccc3Sc3ccc(Cl)cc32)CC1. (6) Given the product O=Cc1cc2ccc(OCC3CC3)cc2[nH]1, predict the reactants needed to synthesize it. The reactants are: OCc1cc2ccc(OCC3CC3)cc2[nH]1. (7) Given the product COC(=O)CC(NC(=O)c1csc(Br)n1)c1ccccc1C, predict the reactants needed to synthesize it. The reactants are: COC(=O)CC(N)c1ccccc1C.O=C(O)c1csc(Br)n1. (8) Given the product CCc1ccc(-c2cc(NC(=O)C3Cc4ccccc4C3)n[nH]2)cc1, predict the reactants needed to synthesize it. The reactants are: C=Cc1ccc(-c2cc(NC(=O)C3Cc4ccccc4C3)n[nH]2)cc1. (9) Given the product Cc1ccc(Oc2ccc(Nc3ncnc4cccc(O[C@H](C)C(=O)N5CCNCC5)c34)cc2C)cn1, predict the reactants needed to synthesize it. The reactants are: Cc1ccc(Oc2ccc(Nc3ncnc4cccc(O[C@H](C)C(=O)N5CCN(C(=O)OC(C)(C)C)CC5)c34)cc2C)cn1.